This data is from Forward reaction prediction with 1.9M reactions from USPTO patents (1976-2016). The task is: Predict the product of the given reaction. Given the reactants C([O:4][C:5]1[CH:10]=[CH:9][C:8](/[CH:11]=[CH:12]/[C:13]([O:15]CC)=[O:14])=[CH:7][C:6]=1[C:18]1[CH:27]=[C:26]2[C:21]([C:22]([CH3:31])([CH3:30])[CH:23]=[CH:24][C:25]2([CH3:29])[CH3:28])=[CH:20][C:19]=1[CH3:32])(=O)C.[OH-].[K+].Cl, predict the reaction product. The product is: [CH3:28][C:25]1([CH3:29])[C:26]2[C:21](=[CH:20][C:19]([CH3:32])=[C:18]([C:6]3[CH:7]=[C:8](/[CH:11]=[CH:12]/[C:13]([OH:15])=[O:14])[CH:9]=[CH:10][C:5]=3[OH:4])[CH:27]=2)[C:22]([CH3:31])([CH3:30])[CH:23]=[CH:24]1.